This data is from Peptide-MHC class II binding affinity with 134,281 pairs from IEDB. The task is: Regression. Given a peptide amino acid sequence and an MHC pseudo amino acid sequence, predict their binding affinity value. This is MHC class II binding data. The peptide sequence is KGNFQRLAITKGKVD. The MHC is HLA-DPA10301-DPB10402 with pseudo-sequence HLA-DPA10301-DPB10402. The binding affinity (normalized) is 0.220.